Predict which catalyst facilitates the given reaction. From a dataset of Catalyst prediction with 721,799 reactions and 888 catalyst types from USPTO. (1) Product: [CH2:3]([N:10]([CH2:11][CH2:12][C:13]1[CH:14]=[CH:15][C:16]([O:19][CH2:20][CH2:21][CH2:22][CH2:23][C:24]2[CH:25]=[CH:26][CH:27]=[CH:28][CH:29]=2)=[CH:17][CH:18]=1)[CH2:30][CH:31]([C:33]1[C:41]2[S:40][C:39](=[O:42])[NH:38][C:37]=2[C:36]([OH:43])=[CH:35][CH:34]=1)[OH:32])[C:4]1[CH:5]=[CH:6][CH:7]=[CH:8][CH:9]=1. The catalyst class is: 5. Reactant: [BH4-].[Na+].[CH2:3]([N:10]([CH2:30][C:31]([C:33]1[C:41]2[S:40][C:39](=[O:42])[NH:38][C:37]=2[C:36]([OH:43])=[CH:35][CH:34]=1)=[O:32])[CH2:11][CH2:12][C:13]1[CH:18]=[CH:17][C:16]([O:19][CH2:20][CH2:21][CH2:22][CH2:23][C:24]2[CH:29]=[CH:28][CH:27]=[CH:26][CH:25]=2)=[CH:15][CH:14]=1)[C:4]1[CH:9]=[CH:8][CH:7]=[CH:6][CH:5]=1. (2) Reactant: C(=O)([O-])[O-].[K+].[K+].[NH2:7][C:8]1[C:17]2[C:12](=[CH:13][CH:14]=[C:15]([O:18][CH3:19])[N:16]=2)[N:11]=[CH:10][C:9]=1[OH:20].[CH2:21]([O:28][C:29](=[O:41])[NH:30][C@H:31]1[CH2:36][CH2:35][C@H:34]([C:37](=[O:40])[CH2:38]Br)[CH2:33][CH2:32]1)[C:22]1[CH:27]=[CH:26][CH:25]=[CH:24][CH:23]=1. Product: [CH2:21]([O:28][C:29](=[O:41])[NH:30][C@H:31]1[CH2:36][CH2:35][C@H:34]([C:37]2([OH:40])[NH:7][C:8]3[C:17]4[C:12](=[CH:13][CH:14]=[C:15]([O:18][CH3:19])[N:16]=4)[N:11]=[CH:10][C:9]=3[O:20][CH2:38]2)[CH2:33][CH2:32]1)[C:22]1[CH:23]=[CH:24][CH:25]=[CH:26][CH:27]=1. The catalyst class is: 9. (3) Reactant: Br[C:2]1[CH:3]=[CH:4][C:5]2[C:9]3[CH2:10][N:11]([C:15]([O:17][C:18]([CH3:21])([CH3:20])[CH3:19])=[O:16])[CH2:12][CH2:13][CH2:14][C:8]=3[N:7]([CH3:22])[C:6]=2[N:23]=1.[F:24][C:25]1[CH:26]=[CH:27][C:28]([CH2:31][O:32][C:33]2[CH:38]=[CH:37][NH:36][C:35](=[O:39])[CH:34]=2)=[N:29][CH:30]=1.C([O-])([O-])=O.[Cs+].[Cs+].OC1C=CC=C2C=1N=CC=C2. Product: [F:24][C:25]1[CH:26]=[CH:27][C:28]([CH2:31][O:32][C:33]2[CH:38]=[CH:37][N:36]([C:2]3[CH:3]=[CH:4][C:5]4[C:9]5[CH2:10][N:11]([C:15]([O:17][C:18]([CH3:21])([CH3:20])[CH3:19])=[O:16])[CH2:12][CH2:13][CH2:14][C:8]=5[N:7]([CH3:22])[C:6]=4[N:23]=3)[C:35](=[O:39])[CH:34]=2)=[N:29][CH:30]=1. The catalyst class is: 846. (4) The catalyst class is: 326. Reactant: [NH2:1][CH:2]([C:20]1[CH:25]=[CH:24][C:23]([Cl:26])=[CH:22][CH:21]=1)[C:3]1[N:7]([CH:8]([CH3:10])[CH3:9])[C:6]([C:11]2[CH2:12][CH2:13][O:14][CH2:15][CH:16]=2)=[N:5][C:4]=1[C:17](O)=[O:18]. Product: [Cl:26][C:23]1[CH:22]=[CH:21][C:20]([CH:2]2[C:3]3[N:7]([CH:8]([CH3:9])[CH3:10])[C:6]([C:11]4[CH2:12][CH2:13][O:14][CH2:15][CH:16]=4)=[N:5][C:4]=3[C:17](=[O:18])[NH:1]2)=[CH:25][CH:24]=1. (5) Reactant: CS(O[CH2:6][CH:7]1[CH2:11][CH2:10][CH2:9][N:8]1[C:12]([O:14][C:15]([CH3:18])([CH3:17])[CH3:16])=[O:13])(=O)=O.[CH2:19]([NH2:22])[CH2:20][CH3:21]. Product: [CH2:19]([NH:22][CH2:6][CH:7]1[CH2:11][CH2:10][CH2:9][N:8]1[C:12]([O:14][C:15]([CH3:18])([CH3:17])[CH3:16])=[O:13])[CH2:20][CH3:21]. The catalyst class is: 11.